This data is from Forward reaction prediction with 1.9M reactions from USPTO patents (1976-2016). The task is: Predict the product of the given reaction. (1) Given the reactants [OH-].[Na+].C[O:4][C:5]([C:7]1[CH:8]=[C:9](/[CH:13]=[CH:14]/[C:15]([NH:17][CH2:18][CH2:19][N:20]2[CH:24]=[CH:23][N:22]=[CH:21]2)=[O:16])[CH:10]=[CH:11][CH:12]=1)=[O:6].[ClH:25].Cl.O1CCOCC1, predict the reaction product. The product is: [ClH:25].[C:5]([C:7]1[CH:8]=[C:9](/[CH:13]=[CH:14]/[C:15]([NH:17][CH2:18][CH2:19][N:20]2[CH:24]=[CH:23][N:22]=[CH:21]2)=[O:16])[CH:10]=[CH:11][CH:12]=1)([OH:6])=[O:4]. (2) Given the reactants Cl[C:2]1[N:7]=[C:6]([O:8][C:9]2[CH:14]=[CH:13][C:12]([O:15][CH3:16])=[CH:11][CH:10]=2)[C:5]([N+:17]([O-:19])=[O:18])=[CH:4][N:3]=1.[CH3:20][O:21][C:22]1[CH:27]=[CH:26][C:25]([NH2:28])=[CH:24][CH:23]=1, predict the reaction product. The product is: [CH3:16][O:15][C:12]1[CH:13]=[CH:14][C:9]([O:8][C:6]2[C:5]([N+:17]([O-:19])=[O:18])=[CH:4][N:3]=[C:2]([NH:28][C:25]3[CH:26]=[CH:27][C:22]([O:21][CH3:20])=[CH:23][CH:24]=3)[N:7]=2)=[CH:10][CH:11]=1. (3) Given the reactants CC1(C)CC(C[N:10]=C=O)(C)CC(N=C=O)C1.[C:17]([O:21][CH2:22][CH2:23]CO)(=[O:20])[CH:18]=[CH2:19], predict the reaction product. The product is: [C:17]([OH:21])(=[O:20])[CH:18]=[CH2:19].[NH2:10][C:17]([O:21][CH2:22][CH3:23])=[O:20]. (4) Given the reactants [F:1][C:2]1[CH:7]=[CH:6][CH:5]=[CH:4][C:3]=1[CH2:8][C:9]([OH:11])=O.C(Cl)(=O)C(Cl)=O.[Br:18][C:19]1[CH:24]=[CH:23][C:22]([O:25]C)=[CH:21][CH:20]=1.[Al+3].[Cl-].[Cl-].[Cl-], predict the reaction product. The product is: [Br:18][C:19]1[CH:20]=[CH:21][C:22]([OH:25])=[C:23]([C:9](=[O:11])[CH2:8][C:3]2[CH:4]=[CH:5][CH:6]=[CH:7][C:2]=2[F:1])[CH:24]=1. (5) Given the reactants Br[CH2:2][C:3]1[CH:12]=[CH:11][C:6]([C:7]([O:9][CH3:10])=[O:8])=[CH:5][CH:4]=1.[CH:13]([NH2:16])([CH3:15])[CH3:14], predict the reaction product. The product is: [CH:13]([NH:16][CH2:2][C:3]1[CH:12]=[CH:11][C:6]([C:7]([O:9][CH3:10])=[O:8])=[CH:5][CH:4]=1)([CH3:15])[CH3:14]. (6) Given the reactants [N+]([O-])([O-])=O.[Sr+2:5].[N+]([O-])([O-])=O.NC(N)=O.[C:14](=[O:17])([O-:16])[O-:15], predict the reaction product. The product is: [C:14](=[O:15])([O-:17])[O-:16].[Sr+2:5].[C:14](=[O:15])([O-:17])[O-:16].